From a dataset of Reaction yield outcomes from USPTO patents with 853,638 reactions. Predict the reaction yield, written as a fraction of the theoretical maximum amount of product (1.0 means a 100% yield; for example, 0.34 means a 34% yield). (1) The reactants are [F:1][C:2]([F:13])([F:12])[C:3]1[CH:4]=[C:5]([CH:9]=[CH:10][CH:11]=1)[C:6]([OH:8])=O.C1CCC(N=C=NC2CCCCC2)CC1.[C:29]([O:32][C@H:33]([C:36]#[C:37][C:38]#[C:39][C@H:40]([NH2:50])[CH2:41][CH2:42][CH2:43][CH2:44][CH2:45][CH2:46][CH2:47][CH2:48][CH3:49])[CH:34]=[CH2:35])(=[O:31])[CH3:30]. The catalyst is C(Cl)Cl.CN(C1C=CN=CC=1)C. The product is [C:29]([O:32][C@H:33]([C:36]#[C:37][C:38]#[C:39][C@H:40]([NH:50][C:6](=[O:8])[C:5]1[CH:9]=[CH:10][CH:11]=[C:3]([C:2]([F:1])([F:13])[F:12])[CH:4]=1)[CH2:41][CH2:42][CH2:43][CH2:44][CH2:45][CH2:46][CH2:47][CH2:48][CH3:49])[CH:34]=[CH2:35])(=[O:31])[CH3:30]. The yield is 0.622. (2) The reactants are [CH3:1][C:2]1[NH:3][C:4]2[CH:10]=[CH:9][CH:8]=[CH:7][C:5]=2[N:6]=1.[CH3:11][O:12][CH2:13][CH2:14][O:15][CH2:16][CH2:17][O:18][CH2:19][CH2:20]Cl. No catalyst specified. The product is [CH3:11][O:12][CH2:13][CH2:14][O:15][CH2:16][CH2:17][O:18][CH2:19][CH2:20][N:3]1[C:4]2[CH:10]=[CH:9][CH:8]=[CH:7][C:5]=2[N:6]=[C:2]1[CH3:1]. The yield is 0.820. (3) The reactants are [NH2:1][C:2]1[CH:7]=[C:6]([C:8]2[S:9][C:10]3[CH:16]=[CH:15][CH:14]=[CH:13][C:11]=3[N:12]=2)[CH:5]=[C:4]([Cl:17])[C:3]=1[OH:18].[N:19]([C:22]1[CH:27]=[CH:26][CH:25]=[CH:24][C:23]=1[C:28]([F:31])([F:30])[F:29])=[C:20]=[S:21]. No catalyst specified. The product is [S:9]1[C:10]2[CH:16]=[CH:15][CH:14]=[CH:13][C:11]=2[N:12]=[C:8]1[C:6]1[CH:5]=[C:4]([Cl:17])[C:3]([OH:18])=[C:2]([NH:1][C:20]([NH:19][C:22]2[CH:27]=[CH:26][CH:25]=[CH:24][C:23]=2[C:28]([F:29])([F:30])[F:31])=[S:21])[CH:7]=1. The yield is 0.350. (4) The reactants are [CH2:1]([NH:3][C:4]1[CH:9]=[CH:8][N:7]=[CH:6][C:5]=1[N+:10]([O-])=O)[CH3:2]. The catalyst is C(O)C.[Pd]. The product is [CH2:1]([NH:3][C:4]1[CH:9]=[CH:8][N:7]=[CH:6][C:5]=1[NH2:10])[CH3:2]. The yield is 0.940. (5) The reactants are [N+:1]([C:4]1[N:9]=[CH:8][C:7]([N:10]2[CH2:15][CH2:14][N:13]([C:16]([O:18][C:19]([CH3:22])([CH3:21])[CH3:20])=[O:17])[CH2:12][CH2:11]2)=[CH:6][CH:5]=1)([O-])=O. The catalyst is [Pd].C(O)C. The product is [NH2:1][C:4]1[N:9]=[CH:8][C:7]([N:10]2[CH2:15][CH2:14][N:13]([C:16]([O:18][C:19]([CH3:22])([CH3:21])[CH3:20])=[O:17])[CH2:12][CH2:11]2)=[CH:6][CH:5]=1. The yield is 0.970. (6) The reactants are [Cl:1][C:2]1[N:10]([CH2:11][CH:12]=[CH2:13])[C:9]2[C:8](=[O:14])[N:7]([CH3:15])[C:6](=[O:16])[N:5](COCCOC)[C:4]=2[N:3]=1.Cl. The catalyst is O1CCOCC1.O. The product is [Cl:1][C:2]1[N:10]([CH2:11][CH:12]=[CH2:13])[C:9]2[C:8](=[O:14])[N:7]([CH3:15])[C:6](=[O:16])[NH:5][C:4]=2[N:3]=1. The yield is 0.680. (7) The reactants are [N+:1]([C:4]1[CH:12]=[CH:11][CH:10]=[C:9]2[C:5]=1[CH2:6][N:7]([CH:14]1[CH2:19][CH2:18][C:17](=[O:20])[NH:16][C:15]1=[O:21])[C:8]2=[O:13])([O-])=O.C([O-])=O.[NH4+]. The catalyst is CO.[Pd]. The product is [NH2:1][C:4]1[CH:12]=[CH:11][CH:10]=[C:9]2[C:5]=1[CH2:6][N:7]([CH:14]1[CH2:19][CH2:18][C:17](=[O:20])[NH:16][C:15]1=[O:21])[C:8]2=[O:13]. The yield is 0.890.